Dataset: Choline transporter screen with 302,306 compounds. Task: Binary Classification. Given a drug SMILES string, predict its activity (active/inactive) in a high-throughput screening assay against a specified biological target. The molecule is S(=O)(=O)(N(c1ccc(OCC(=O)NCC2OCCC2)cc1)C)c1ccc(OCC)cc1. The result is 0 (inactive).